From a dataset of Full USPTO retrosynthesis dataset with 1.9M reactions from patents (1976-2016). Predict the reactants needed to synthesize the given product. (1) The reactants are: [CH3:1][O:2][C:3](=[O:7])[CH2:4][C:5]#[N:6].[C:8](OCC)(OCC)([O:10][CH2:11][CH3:12])[CH3:9]. Given the product [CH3:1][O:2][C:3](=[O:7])[C:4]([C:5]#[N:6])=[C:8]([O:10][CH2:11][CH3:12])[CH3:9], predict the reactants needed to synthesize it. (2) Given the product [NH2:9][C:7]1[CH:6]=[CH:5][C:4]([NH:12][C:13]([N:15]=[S:16]([CH3:18])([CH3:19])=[O:17])=[O:14])=[C:3]([O:2][CH3:1])[CH:8]=1, predict the reactants needed to synthesize it. The reactants are: [CH3:1][O:2][C:3]1[CH:8]=[C:7]([N+:9]([O-])=O)[CH:6]=[CH:5][C:4]=1[NH:12][C:13]([N:15]=[S:16]([CH3:19])([CH3:18])=[O:17])=[O:14].NC1C=CC(NC(N=S(C)(C)=O)=O)=CC=1. (3) Given the product [CH3:1][O:2][C:3]1[CH:4]=[CH:5][C:6]([CH:7]=[CH:39][C:36]2[CH:35]=[CH:34][C:33]([N:24]([C:25]3[CH:32]=[CH:31][C:28]([CH3:29])=[CH:27][CH:26]=3)[C:21]3[CH:22]=[CH:23][C:18]([CH3:40])=[CH:19][CH:20]=3)=[CH:38][CH:37]=2)=[CH:16][CH:17]=1, predict the reactants needed to synthesize it. The reactants are: [CH3:1][O:2][C:3]1[CH:17]=[CH:16][C:6]([CH2:7]P(=O)(OCC)OCC)=[CH:5][CH:4]=1.[C:18]1([CH3:40])[CH:23]=[CH:22][C:21]([N:24]([C:33]2[CH:38]=[CH:37][C:36]([CH3:39])=[CH:35][CH:34]=2)[C:25]2[CH:32]=[CH:31][C:28]([CH:29]=O)=[CH:27][CH:26]=2)=[CH:20][CH:19]=1.CN(C)C=O.C(O[K])(C)(C)C. (4) The reactants are: [CH:1]12[CH2:10][CH:5]3[CH2:6][CH:7]([CH2:9][CH:3]([CH2:4]3)[CH:2]1[N:11]1[C:14](=[O:15])[C:13]([CH3:17])([CH3:16])[NH:12]1)[CH2:8]2.[CH3:18][C:19]1[CH:26]=[CH:25][CH:24]=[CH:23][C:20]=1[CH2:21]Br. Given the product [CH3:16][C:13]1([CH3:17])[N:12]([CH2:18][C:19]2[CH:26]=[CH:25][CH:24]=[CH:23][C:20]=2[CH3:21])[N:11]([CH:2]2[CH:3]3[CH2:4][CH:5]4[CH2:6][CH:7]([CH2:8][CH:1]2[CH2:10]4)[CH2:9]3)[C:14]1=[O:15], predict the reactants needed to synthesize it.